Task: Predict the reaction yield, written as a fraction of the theoretical maximum amount of product (1.0 means a 100% yield; for example, 0.34 means a 34% yield).. Dataset: Reaction yield outcomes from USPTO patents with 853,638 reactions (1) The reactants are C[Si]([N-][Si](C)(C)C)(C)C.[Li+].[C:11]([C@@H:15]1[N:19]([C:20]2[CH:25]=[C:24]([Cl:26])[CH:23]=[C:22]([Cl:27])[CH:21]=2)[C:18](=[O:28])[C@@H:17]([CH3:29])[N:16]1[C:30](=[O:35])[C:31]([F:34])([F:33])[F:32])([CH3:14])([CH3:13])[CH3:12].[F:36][C:37]([F:48])([F:47])[O:38][C:39]1[CH:46]=[CH:45][C:42]([CH2:43]Br)=[CH:41][CH:40]=1. The catalyst is C1COCC1. The product is [C:11]([C@@H:15]1[N:19]([C:20]2[CH:21]=[C:22]([Cl:27])[CH:23]=[C:24]([Cl:26])[CH:25]=2)[C:18](=[O:28])[C@@:17]([CH3:29])([CH2:43][C:42]2[CH:45]=[CH:46][C:39]([O:38][C:37]([F:48])([F:47])[F:36])=[CH:40][CH:41]=2)[N:16]1[C:30](=[O:35])[C:31]([F:33])([F:34])[F:32])([CH3:12])([CH3:13])[CH3:14]. The yield is 0.870. (2) The reactants are [OH:1][C:2]1[CH:3]=[C:4]2[C:9](=[CH:10][CH:11]=1)[C:8](=[O:12])[CH2:7][CH2:6][CH2:5]2.[F:13][C:14]([F:27])([F:26])[S:15](O[S:15]([C:14]([F:27])([F:26])[F:13])(=[O:17])=[O:16])(=[O:17])=[O:16]. The catalyst is N1C=CC=CC=1. The product is [F:13][C:14]([F:27])([F:26])[S:15]([O:1][C:2]1[CH:11]=[CH:10][C:9]2[C:8](=[O:12])[CH2:7][CH2:6][CH2:5][C:4]=2[CH:3]=1)(=[O:17])=[O:16]. The yield is 0.940. (3) The reactants are [OH-].[Li+].[Cl:3][C:4]1[N:5]=[C:6]([C:11]([NH:13][C@H:14]2[CH2:19][CH2:18][N:17]([C:20]3[S:21][C:22]([C:31]([O:33]CC)=[O:32])=[C:23]([C:25](=[O:30])[NH:26][CH2:27][CH2:28][F:29])[N:24]=3)[CH2:16][C@H:15]2[O:36][CH2:37][CH3:38])=[O:12])[NH:7][C:8]=1[CH2:9][CH3:10]. The catalyst is CO. The product is [Cl:3][C:4]1[N:5]=[C:6]([C:11]([NH:13][C@H:14]2[CH2:19][CH2:18][N:17]([C:20]3[S:21][C:22]([C:31]([OH:33])=[O:32])=[C:23]([C:25](=[O:30])[NH:26][CH2:27][CH2:28][F:29])[N:24]=3)[CH2:16][C@H:15]2[O:36][CH2:37][CH3:38])=[O:12])[NH:7][C:8]=1[CH2:9][CH3:10]. The yield is 0.410. (4) The reactants are Br[CH2:2][CH:3]1[CH2:5][CH2:4]1.C(=O)([O-])[O-].[K+].[K+].[CH2:12]([O:19][C:20]1[CH:25]=[CH:24][NH:23][C:22](=[O:26])[CH:21]=1)[C:13]1[CH:18]=[CH:17][CH:16]=[CH:15][CH:14]=1. The catalyst is C(#N)C. The product is [CH2:12]([O:19][C:20]1[CH:25]=[CH:24][N:23]([CH2:2][CH:3]2[CH2:5][CH2:4]2)[C:22](=[O:26])[CH:21]=1)[C:13]1[CH:14]=[CH:15][CH:16]=[CH:17][CH:18]=1. The yield is 0.980. (5) The reactants are [CH3:1][C:2]1[C:7]([OH:8])=[C:6]([CH:9]=O)[C:5]([CH2:11][OH:12])=[CH:4][N:3]=1.Cl.[NH2:14][C:15]1[CH:22]=[CH:21][C:18]([C:19]#[N:20])=[CH:17][CH:16]=1. No catalyst specified. The product is [OH:8][C:7]1[C:2]([CH3:1])=[N:3][CH:4]=[C:5]([CH2:11][OH:12])[C:6]=1[CH2:9][NH:14][C:15]1[CH:22]=[CH:21][C:18]([C:19]#[N:20])=[CH:17][CH:16]=1. The yield is 0.480. (6) The reactants are Br[C:2]1[CH:3]=[C:4]([C:7]([O:9][CH3:10])=[O:8])[S:5][CH:6]=1.C([O-])([O-])=O.[K+].[K+].[CH2:17]([N:20]1[C:24](B2OC(C)(C)C(C)(C)O2)=[CH:23][CH:22]=[N:21]1)[CH2:18][CH3:19]. The catalyst is O1CCOCC1.O.C1C=CC([P]([Pd]([P](C2C=CC=CC=2)(C2C=CC=CC=2)C2C=CC=CC=2)([P](C2C=CC=CC=2)(C2C=CC=CC=2)C2C=CC=CC=2)[P](C2C=CC=CC=2)(C2C=CC=CC=2)C2C=CC=CC=2)(C2C=CC=CC=2)C2C=CC=CC=2)=CC=1. The product is [CH2:17]([N:20]1[C:24]([C:2]2[CH:3]=[C:4]([C:7]([O:9][CH3:10])=[O:8])[S:5][CH:6]=2)=[CH:23][CH:22]=[N:21]1)[CH2:18][CH3:19]. The yield is 0.700. (7) The reactants are [NH2:1][C:2]1[C:7]([C:8]2[N:17]([C:18]3[CH:23]=[CH:22][C:21]([C:24]4([NH:28][C:29](=[O:35])[O:30][C:31]([CH3:34])([CH3:33])[CH3:32])[CH2:27][CH2:26][CH2:25]4)=[CH:20][CH:19]=3)[C:11]3=[N:12][C:13](Cl)=[CH:14][CH:15]=[C:10]3[N:9]=2)=[CH:6][CH:5]=[CH:4][N:3]=1.CC1(C)C(C)(C)OB([C:44]2[CH:45]=[C:46]([N:50]3[CH2:55][CH2:54][S:53](=[O:57])(=[O:56])[CH2:52][CH2:51]3)[CH:47]=[CH:48][CH:49]=2)O1.[OH-].[Na+]. The catalyst is COCCOC.C(Cl)Cl.C1C=CC(P(C2C=CC=CC=2)[C-]2C=CC=C2)=CC=1.C1C=CC(P(C2C=CC=CC=2)[C-]2C=CC=C2)=CC=1.Cl[Pd]Cl.[Fe+2]. The product is [C:31]([O:30][C:29](=[O:35])[NH:28][C:24]1([C:21]2[CH:22]=[CH:23][C:18]([N:17]3[C:11]4=[N:12][C:13]([C:44]5[CH:49]=[CH:48][CH:47]=[C:46]([N:50]6[CH2:55][CH2:54][S:53](=[O:56])(=[O:57])[CH2:52][CH2:51]6)[CH:45]=5)=[CH:14][CH:15]=[C:10]4[N:9]=[C:8]3[C:7]3[C:2]([NH2:1])=[N:3][CH:4]=[CH:5][CH:6]=3)=[CH:19][CH:20]=2)[CH2:27][CH2:26][CH2:25]1)([CH3:32])([CH3:33])[CH3:34]. The yield is 0.566. (8) The reactants are [CH2:1]([O:3][C:4]1[CH:9]=[CH:8][CH:7]=[CH:6][C:5]=1[C:10]1[N:15]=[CH:14][N:13]=[C:12]([NH:16][C:17]([CH:19]2[CH2:24][CH2:23][NH:22][CH2:21][CH2:20]2)=[O:18])[CH:11]=1)[CH3:2].CCN(CC)CC.[C:32](Cl)(=[O:34])[CH3:33]. The catalyst is C1COCC1. The product is [CH2:1]([O:3][C:4]1[CH:9]=[CH:8][CH:7]=[CH:6][C:5]=1[C:10]1[N:15]=[CH:14][N:13]=[C:12]([NH:16][C:17]([CH:19]2[CH2:24][CH2:23][N:22]([C:32](=[O:34])[CH3:33])[CH2:21][CH2:20]2)=[O:18])[CH:11]=1)[CH3:2]. The yield is 0.730.